This data is from Peptide-MHC class I binding affinity with 185,985 pairs from IEDB/IMGT. The task is: Regression. Given a peptide amino acid sequence and an MHC pseudo amino acid sequence, predict their binding affinity value. This is MHC class I binding data. (1) The peptide sequence is LTNKKYRCM. The MHC is HLA-A02:01 with pseudo-sequence HLA-A02:01. The binding affinity (normalized) is 0. (2) The peptide sequence is ILKGKFQTA. The MHC is HLA-A11:01 with pseudo-sequence HLA-A11:01. The binding affinity (normalized) is 0.0847. (3) The peptide sequence is KIVGGIGGF. The MHC is Mamu-B3901 with pseudo-sequence Mamu-B3901. The binding affinity (normalized) is 0.442. (4) The peptide sequence is RSWAHNSL. The MHC is HLA-B45:01 with pseudo-sequence HLA-B45:01. The binding affinity (normalized) is 0. (5) The peptide sequence is DEYGPVFVE. The MHC is HLA-A02:19 with pseudo-sequence HLA-A02:19. The binding affinity (normalized) is 0.0847. (6) The peptide sequence is KQIGGTLFE. The MHC is HLA-A80:01 with pseudo-sequence HLA-A80:01. The binding affinity (normalized) is 0.0847. (7) The peptide sequence is FLRDNRAVL. The MHC is HLA-C12:03 with pseudo-sequence HLA-C12:03. The binding affinity (normalized) is 1.00. (8) The peptide sequence is AEIDRSFKP. The MHC is HLA-B07:02 with pseudo-sequence HLA-B07:02. The binding affinity (normalized) is 0.0847.